Dataset: Forward reaction prediction with 1.9M reactions from USPTO patents (1976-2016). Task: Predict the product of the given reaction. (1) Given the reactants [Br:1][C:2]1[C:7]2NC(=O)[O:10][C:11](=O)[C:6]=2[C:5]([O:14][CH3:15])=[CH:4][CH:3]=1.Cl.[C:17]([C:20]1[CH:21]=[N:22][CH:23]=[CH:24][CH:25]=1)(=[NH:19])[NH2:18], predict the reaction product. The product is: [Br:1][C:2]1[CH:3]=[CH:4][C:5]([O:14][CH3:15])=[C:6]2[C:7]=1[N:18]=[C:17]([C:20]1[CH:21]=[N:22][CH:23]=[CH:24][CH:25]=1)[NH:19][C:11]2=[O:10]. (2) Given the reactants C(O[BH-](OC(=O)C)OC(=O)C)(=O)C.[Na+].[Cl:15][C:16]1[CH:41]=[CH:40][C:19]2[N:20]3[C:24]([CH2:25][NH:26][CH2:27][C:18]=2[CH:17]=1)=[N:23][N:22]=[C:21]3[CH:28]1[CH2:33][CH2:32][N:31]([C:34]2[N:39]=[CH:38][CH:37]=[CH:36][N:35]=2)[CH2:30][CH2:29]1.[N:42]1[CH:47]=[CH:46][CH:45]=[CH:44][C:43]=1[CH:48]=O.N, predict the reaction product. The product is: [Cl:15][C:16]1[CH:41]=[CH:40][C:19]2[N:20]3[C:24]([CH2:25][N:26]([CH2:48][C:43]4[CH:44]=[CH:45][CH:46]=[CH:47][N:42]=4)[CH2:27][C:18]=2[CH:17]=1)=[N:23][N:22]=[C:21]3[CH:28]1[CH2:33][CH2:32][N:31]([C:34]2[N:35]=[CH:36][CH:37]=[CH:38][N:39]=2)[CH2:30][CH2:29]1. (3) Given the reactants [CH:1]1([C:4]2[C:5]([CH3:30])([CH3:29])[O:6][C:7]3[C:12]([C:13]=2[C:14]2[CH:19]=[CH:18][C:17]([F:20])=[CH:16][CH:15]=2)=[CH:11][CH:10]=[C:9]([NH:21]C(=O)OC(C)(C)C)[CH:8]=3)C[CH2:2]1.Cl.O1CCOCC1, predict the reaction product. The product is: [F:20][C:17]1[CH:18]=[CH:19][C:14]([C:13]2[C:12]3[C:7](=[CH:8][C:9]([NH2:21])=[CH:10][CH:11]=3)[O:6][C:5]([CH3:29])([CH3:30])[C:4]=2[CH:1]=[CH2:2])=[CH:15][CH:16]=1.